Predict which catalyst facilitates the given reaction. From a dataset of Catalyst prediction with 721,799 reactions and 888 catalyst types from USPTO. (1) Reactant: C([O:8][N:9]1[C:14]2[N:15]=[CH:16][N:17]=[CH:18][C:13]=2[C:12]([NH:19][CH2:20][C:21]2[CH:30]=[CH:29][C:28]3[C:23](=[CH:24][CH:25]=[CH:26][CH:27]=3)[CH:22]=2)=[CH:11][C:10]1=[O:31])C1C=CC=CC=1.CO.[H][H]. Product: [OH:8][N:9]1[C:14]2[N:15]=[CH:16][N:17]=[CH:18][C:13]=2[C:12]([NH:19][CH2:20][C:21]2[CH:30]=[CH:29][C:28]3[C:23](=[CH:24][CH:25]=[CH:26][CH:27]=3)[CH:22]=2)=[CH:11][C:10]1=[O:31]. The catalyst class is: 349. (2) Product: [NH2:37][C:16](=[O:18])[CH2:15][N:14]1[C@H:9]([C:6]2[CH:5]=[CH:4][C:3]([C:1]#[N:2])=[CH:8][CH:7]=2)[C:10]([C:31]([O:33][CH2:34][CH3:35])=[O:32])=[C:11]([CH3:30])[N:12]([C:20]2[CH:25]=[CH:24][CH:23]=[C:22]([C:26]([F:28])([F:27])[F:29])[CH:21]=2)[C:13]1=[O:19]. Reactant: [C:1]([C:3]1[CH:8]=[CH:7][C:6]([C@H:9]2[N:14]([CH2:15][C:16]([OH:18])=O)[C:13](=[O:19])[N:12]([C:20]3[CH:25]=[CH:24][CH:23]=[C:22]([C:26]([F:29])([F:28])[F:27])[CH:21]=3)[C:11]([CH3:30])=[C:10]2[C:31]([O:33][CH2:34][CH3:35])=[O:32])=[CH:5][CH:4]=1)#[N:2].C[N:37]1CCOCC1.ClC(OCC)=O.N. The catalyst class is: 295. (3) Reactant: [CH2:1]([N:8]1[CH2:13][CH2:12][C@@H:11]([CH3:14])[C@@H:10]([N:15]([CH3:26])[C:16]2[CH:21]=[CH:20][N:19]=[C:18]([NH2:22])[C:17]=2[N+:23]([O-])=O)[CH2:9]1)[C:2]1[CH:7]=[CH:6][CH:5]=[CH:4][CH:3]=1.[Cl-].[NH4+]. Product: [CH2:1]([N:8]1[CH2:13][CH2:12][C@@H:11]([CH3:14])[C@@H:10]([N:15]([CH3:26])[C:16]2[CH:21]=[CH:20][N:19]=[C:18]([NH2:22])[C:17]=2[NH2:23])[CH2:9]1)[C:2]1[CH:7]=[CH:6][CH:5]=[CH:4][CH:3]=1. The catalyst class is: 190. (4) Reactant: [OH-].[Na+].C([O:5][C:6](=[O:28])[CH2:7][C:8]1[C:9](=[O:27])[O:10][C:11]2[C:16]([C:17]=1[C:18]1[CH:23]=[CH:22][CH:21]=[C:20]([Br:24])[CH:19]=1)=[CH:15][C:14]([CH3:25])=[C:13]([Cl:26])[CH:12]=2)C.Cl. Product: [Br:24][C:20]1[CH:19]=[C:18]([C:17]2[C:16]3[C:11](=[CH:12][C:13]([Cl:26])=[C:14]([CH3:25])[CH:15]=3)[O:10][C:9](=[O:27])[C:8]=2[CH2:7][C:6]([OH:28])=[O:5])[CH:23]=[CH:22][CH:21]=1. The catalyst class is: 8. (5) Reactant: C([O:5][C:6]([C@:8]12[CH2:15][CH:14]([F:16])[CH2:13][C@H:12]1[C:11](=[O:17])[N:10]([C@@H:18]([C:20]1[CH:25]=[CH:24][CH:23]=[CH:22][CH:21]=1)[CH3:19])[CH2:9]2)=[O:7])(C)(C)C.FC(F)(F)C(O)=O. Product: [F:16][CH:14]1[CH2:15][C@@:8]2([C:6]([OH:7])=[O:5])[C@H:12]([C:11](=[O:17])[N:10]([C@@H:18]([C:20]3[CH:25]=[CH:24][CH:23]=[CH:22][CH:21]=3)[CH3:19])[CH2:9]2)[CH2:13]1. The catalyst class is: 2. (6) Reactant: [Cl:1][C:2]1[CH:3]=[C:4]([C@@H:8]2[C@@H:13]([C:14]3[CH:19]=[CH:18][C:17]([Cl:20])=[CH:16][CH:15]=3)[N:12]([C@@H:21]([CH2:29][CH3:30])[CH2:22][CH2:23][S:24]([CH2:27][CH3:28])(=[O:26])=[O:25])[C:11](=[O:31])[C@:10]([CH2:33]C3COC(C)(C)O3)([CH3:32])[CH2:9]2)[CH:5]=[CH:6][CH:7]=1.C[C:42](C)=[O:43].[OH:45]S(O)(=O)=O.O=[Cr](=O)=O. Product: [Cl:1][C:2]1[CH:3]=[C:4]([C@@H:8]2[C@@H:13]([C:14]3[CH:19]=[CH:18][C:17]([Cl:20])=[CH:16][CH:15]=3)[N:12]([C@@H:21]([CH2:29][CH3:30])[CH2:22][CH2:23][S:24]([CH2:27][CH3:28])(=[O:25])=[O:26])[C:11](=[O:31])[C@:10]([CH2:33][C:42]([OH:43])=[O:45])([CH3:32])[CH2:9]2)[CH:5]=[CH:6][CH:7]=1. The catalyst class is: 1. (7) Reactant: [Cl:1][C:2]1[N:7]=[C:6]([C:8]2[NH:9][C:10]3[C:15]([CH:16]=2)=[C:14]([F:17])[CH:13]=[CH:12][CH:11]=3)[C:5]([NH2:18])=[CH:4][CH:3]=1.[CH3:19][C:20]([CH3:22])=O.Cl. Product: [Cl:1][C:2]1[CH:3]=[CH:4][C:5]2[NH:18][C:20]([CH3:22])([CH3:19])[N:9]3[C:10]4[CH:11]=[CH:12][CH:13]=[C:14]([F:17])[C:15]=4[CH:16]=[C:8]3[C:6]=2[N:7]=1. The catalyst class is: 12.